Dataset: Forward reaction prediction with 1.9M reactions from USPTO patents (1976-2016). Task: Predict the product of the given reaction. (1) Given the reactants [CH3:1][S:2]([C:5]1[N:10]=[CH:9][C:8]([O:11][C:12]2[CH:13]=[C:14]3[C:18](=[C:19]([O:21][CH:22]4[CH2:27][CH2:26][O:25][CH2:24][CH2:23]4)[CH:20]=2)[NH:17][C:16]([C:28]2[S:29][CH:30]([CH2:33][C:34]([OH:36])=O)[CH2:31][N:32]=2)=[CH:15]3)=[CH:7][CH:6]=1)(=[O:4])=[O:3].O.ON1C2C=CC=CC=2N=N1.Cl.C(N=C=NCCCN(C)C)C.[NH2:60][CH2:61][CH2:62][OH:63], predict the reaction product. The product is: [OH:63][CH2:62][CH2:61][NH:60][C:34](=[O:36])[CH2:33][CH:30]1[S:29][C:28]([C:16]2[NH:17][C:18]3[C:14]([CH:15]=2)=[CH:13][C:12]([O:11][C:8]2[CH:9]=[N:10][C:5]([S:2]([CH3:1])(=[O:3])=[O:4])=[CH:6][CH:7]=2)=[CH:20][C:19]=3[O:21][CH:22]2[CH2:27][CH2:26][O:25][CH2:24][CH2:23]2)=[N:32][CH2:31]1. (2) Given the reactants [Cl:1][C:2]1[CH:30]=[C:29]([N:31]2[CH:35]=[CH:34][C:33]([CH3:36])=[N:32]2)[CH:28]=[CH:27][C:3]=1[C:4]([N:6]1[C:12]2[CH:13]=[CH:14][CH:15]=[CH:16][C:11]=2/[C:10](=[CH:17]/[C:18]([NH:20][CH2:21][C:22](O)=[O:23])=[O:19])/[C:9]([F:26])([F:25])[CH2:8][CH2:7]1)=[O:5].C1C=CC2N(O)N=[N:43][C:41]=2C=1.CCN=C=NCCCN(C)C.CN.C1COCC1.C([O-])(O)=O.[Na+], predict the reaction product. The product is: [Cl:1][C:2]1[CH:30]=[C:29]([N:31]2[CH:35]=[CH:34][C:33]([CH3:36])=[N:32]2)[CH:28]=[CH:27][C:3]=1[C:4]([N:6]1[C:12]2[CH:13]=[CH:14][CH:15]=[CH:16][C:11]=2/[C:10](=[CH:17]/[C:18]([NH:20][CH2:21][C:22]([NH:43][CH3:41])=[O:23])=[O:19])/[C:9]([F:26])([F:25])[CH2:8][CH2:7]1)=[O:5]. (3) Given the reactants Cl[C:2]1[C:3]([O:8][CH:9]2[CH2:12][N:11](C(OCC3C=CC=CC=3)=O)[CH2:10]2)=[N:4][CH:5]=[CH:6][N:7]=1, predict the reaction product. The product is: [NH:11]1[CH2:10][CH:9]([O:8][C:3]2[CH:2]=[N:7][CH:6]=[CH:5][N:4]=2)[CH2:12]1.